From a dataset of Catalyst prediction with 721,799 reactions and 888 catalyst types from USPTO. Predict which catalyst facilitates the given reaction. (1) Reactant: [CH2:1]([O:8][C:9]([C:11]1[CH:12]=[C:13]([C:20]([O:22]CC=C)=[O:21])[N:14]2[C:19]=1[CH:18]=[CH:17][CH:16]=[CH:15]2)=[O:10])[C:2]1[CH:7]=[CH:6][CH:5]=[CH:4][CH:3]=1.N1CCOCC1. Product: [CH2:1]([O:8][C:9]([C:11]1[CH:12]=[C:13]([C:20]([OH:22])=[O:21])[N:14]2[C:19]=1[CH:18]=[CH:17][CH:16]=[CH:15]2)=[O:10])[C:2]1[CH:7]=[CH:6][CH:5]=[CH:4][CH:3]=1. The catalyst class is: 176. (2) Reactant: [CH3:1][C:2]1[CH:7]=[C:6]([CH3:8])[CH:5]=[C:4]([CH3:9])[C:3]=1[C:10]1[C:11](=[O:17])[CH2:12][CH2:13][C:14]=1[O:15][CH3:16].C([N-]C(C)C)(C)C.[Li+].[C:26]([O:30][C:31]([N:33]1[CH2:38][CH2:37][CH:36]([CH:39]=O)[CH2:35][CH2:34]1)=[O:32])([CH3:29])([CH3:28])[CH3:27].CC(C)([O-])C.[K+]. The catalyst class is: 1. Product: [C:26]([O:30][C:31]([N:33]1[CH2:38][CH2:37][CH:36](/[CH:39]=[C:12]2/[C:11](=[O:17])[C:10]([C:3]3[C:4]([CH3:9])=[CH:5][C:6]([CH3:8])=[CH:7][C:2]=3[CH3:1])=[C:14]([O:15][CH3:16])[CH2:13]/2)[CH2:35][CH2:34]1)=[O:32])([CH3:29])([CH3:27])[CH3:28]. (3) Reactant: C([O:3][P:4]([CH2:9][CH2:10][O:11][CH2:12][CH2:13][O:14][CH2:15][CH2:16][O:17][CH2:18][CH2:19][NH:20][C:21](=[O:57])[C@@H:22]([NH2:56])[CH2:23][S:24][CH2:25][C@H:26]([O:42][C:43](=[O:55])[CH2:44][CH2:45][CH2:46][CH2:47][CH2:48][CH2:49][CH2:50][CH2:51][CH2:52][CH2:53][CH3:54])[CH2:27][O:28][C:29](=[O:41])[CH2:30][CH2:31][CH2:32][CH2:33][CH2:34][CH2:35][CH2:36][CH2:37][CH2:38][CH2:39][CH3:40])(=[O:8])[O:5]CC)C.C[Si](Br)(C)C. Product: [NH2:56][C@@H:22]([CH2:23][S:24][CH2:25][C@H:26]([O:42][C:43](=[O:55])[CH2:44][CH2:45][CH2:46][CH2:47][CH2:48][CH2:49][CH2:50][CH2:51][CH2:52][CH2:53][CH3:54])[CH2:27][O:28][C:29](=[O:41])[CH2:30][CH2:31][CH2:32][CH2:33][CH2:34][CH2:35][CH2:36][CH2:37][CH2:38][CH2:39][CH3:40])[C:21](=[O:57])[NH:20][CH2:19][CH2:18][O:17][CH2:16][CH2:15][O:14][CH2:13][CH2:12][O:11][CH2:10][CH2:9][P:4](=[O:3])([OH:5])[OH:8]. The catalyst class is: 2. (4) Reactant: [CH2:1]([O:8][C:9]1[CH:14]=[CH:13][CH:12]=[C:11]([CH:15]([CH3:17])[CH3:16])[CH:10]=1)[C:2]1[CH:7]=[CH:6][CH:5]=[CH:4][CH:3]=1.[Br:18]N1C(=O)CCC1=O. Product: [CH2:1]([O:8][C:9]1[CH:14]=[CH:13][C:12]([Br:18])=[C:11]([CH:15]([CH3:17])[CH3:16])[CH:10]=1)[C:2]1[CH:3]=[CH:4][CH:5]=[CH:6][CH:7]=1. The catalyst class is: 53. (5) Reactant: C(OC(=O)[NH:7][CH:8]([CH3:29])[C:9](=[O:28])[NH:10][C:11]1[N:12]=[C:13]([C:21]#[C:22][C:23]2[N:24]=[CH:25][S:26][CH:27]=2)[C:14]2[C:19]([CH:20]=1)=[CH:18][CH:17]=[CH:16][CH:15]=2)(C)(C)C.C(Cl)Cl.C(O)(C(F)(F)F)=O. Product: [NH2:7][CH:8]([CH3:29])[C:9]([NH:10][C:11]1[N:12]=[C:13]([C:21]#[C:22][C:23]2[N:24]=[CH:25][S:26][CH:27]=2)[C:14]2[C:19]([CH:20]=1)=[CH:18][CH:17]=[CH:16][CH:15]=2)=[O:28]. The catalyst class is: 2.